From a dataset of Full USPTO retrosynthesis dataset with 1.9M reactions from patents (1976-2016). Predict the reactants needed to synthesize the given product. (1) Given the product [F:27][CH:25]([F:26])[N:5]1[C:6]([C:7]2[CH:8]=[C:9]([C@@H:13]([NH:17][C:18](=[O:24])[O:19][C:20]([CH3:23])([CH3:21])[CH3:22])[CH2:14][CH:15]=[CH2:16])[CH:10]=[CH:11][CH:12]=2)=[C:2]([NH:1][C:30](=[O:31])[C@H:29]([CH3:28])[CH:33]=[CH2:34])[CH:3]=[N:4]1, predict the reactants needed to synthesize it. The reactants are: [NH2:1][C:2]1[CH:3]=[N:4][N:5]([CH:25]([F:27])[F:26])[C:6]=1[C:7]1[CH:8]=[C:9]([C@@H:13]([NH:17][C:18](=[O:24])[O:19][C:20]([CH3:23])([CH3:22])[CH3:21])[CH2:14][CH:15]=[CH2:16])[CH:10]=[CH:11][CH:12]=1.[CH3:28][C@H:29]([CH:33]=[CH2:34])[C:30](O)=[O:31].N1C=CC=CC=1.C(P1(=O)OP(CCC)(=O)OP(CCC)(=O)O1)CC. (2) The reactants are: [CH:1]1([CH:7]([NH:21][C:22]2[CH:27]=[CH:26][C:25]([C:28]([N:30]([CH3:38])[CH2:31][CH2:32][C:33]([O:35]CC)=[O:34])=[O:29])=[CH:24][CH:23]=2)[C:8]2[O:9][C:10]3[CH:19]=[CH:18][C:17]([F:20])=[CH:16][C:11]=3[C:12]=2[CH2:13][O:14][CH3:15])[CH2:6][CH2:5][CH2:4][CH2:3][CH2:2]1.O1CCCC1.[OH-].[Na+]. Given the product [CH:1]1([CH:7]([NH:21][C:22]2[CH:23]=[CH:24][C:25]([C:28]([N:30]([CH3:38])[CH2:31][CH2:32][C:33]([OH:35])=[O:34])=[O:29])=[CH:26][CH:27]=2)[C:8]2[O:9][C:10]3[CH:19]=[CH:18][C:17]([F:20])=[CH:16][C:11]=3[C:12]=2[CH2:13][O:14][CH3:15])[CH2:6][CH2:5][CH2:4][CH2:3][CH2:2]1, predict the reactants needed to synthesize it.